This data is from NCI-60 drug combinations with 297,098 pairs across 59 cell lines. The task is: Regression. Given two drug SMILES strings and cell line genomic features, predict the synergy score measuring deviation from expected non-interaction effect. (1) Drug 1: CC1OCC2C(O1)C(C(C(O2)OC3C4COC(=O)C4C(C5=CC6=C(C=C35)OCO6)C7=CC(=C(C(=C7)OC)O)OC)O)O. Drug 2: CC1CCCC2(C(O2)CC(NC(=O)CC(C(C(=O)C(C1O)C)(C)C)O)C(=CC3=CSC(=N3)C)C)C. Cell line: MALME-3M. Synergy scores: CSS=7.23, Synergy_ZIP=-3.89, Synergy_Bliss=1.21, Synergy_Loewe=-2.67, Synergy_HSA=-0.617. (2) Drug 1: COC1=CC(=CC(=C1O)OC)C2C3C(COC3=O)C(C4=CC5=C(C=C24)OCO5)OC6C(C(C7C(O6)COC(O7)C8=CC=CS8)O)O. Drug 2: CC1=C(N=C(N=C1N)C(CC(=O)N)NCC(C(=O)N)N)C(=O)NC(C(C2=CN=CN2)OC3C(C(C(C(O3)CO)O)O)OC4C(C(C(C(O4)CO)O)OC(=O)N)O)C(=O)NC(C)C(C(C)C(=O)NC(C(C)O)C(=O)NCCC5=NC(=CS5)C6=NC(=CS6)C(=O)NCCC[S+](C)C)O. Cell line: NCI-H522. Synergy scores: CSS=36.3, Synergy_ZIP=-0.237, Synergy_Bliss=2.17, Synergy_Loewe=3.87, Synergy_HSA=4.73. (3) Drug 1: C1=CC(=CC=C1CC(C(=O)O)N)N(CCCl)CCCl.Cl. Drug 2: CC1C(C(CC(O1)OC2CC(CC3=C2C(=C4C(=C3O)C(=O)C5=CC=CC=C5C4=O)O)(C(=O)C)O)N)O. Cell line: HCC-2998. Synergy scores: CSS=65.7, Synergy_ZIP=-0.328, Synergy_Bliss=2.93, Synergy_Loewe=-13.1, Synergy_HSA=1.91. (4) Drug 1: C(=O)(N)NO. Drug 2: C1=NC2=C(N1)C(=S)N=CN2. Cell line: SK-MEL-5. Synergy scores: CSS=11.0, Synergy_ZIP=-4.53, Synergy_Bliss=-0.376, Synergy_Loewe=-18.6, Synergy_HSA=-2.38. (5) Drug 1: C1CCC(C1)C(CC#N)N2C=C(C=N2)C3=C4C=CNC4=NC=N3. Drug 2: CC(C)(C#N)C1=CC(=CC(=C1)CN2C=NC=N2)C(C)(C)C#N. Synergy scores: CSS=-1.29, Synergy_ZIP=-0.331, Synergy_Bliss=-3.38, Synergy_Loewe=-1.63, Synergy_HSA=-3.92. Cell line: OVCAR-4.